This data is from Full USPTO retrosynthesis dataset with 1.9M reactions from patents (1976-2016). The task is: Predict the reactants needed to synthesize the given product. (1) Given the product [CH2:34]([C:16]1([CH2:13][CH:14]=[CH2:15])[C:32](=[O:33])[N:19]2[CH2:20][CH2:21][N:22]([C:5]([N:51]([C@@H:49]([C:41]3[CH:42]=[C:43]([C:45]([F:46])([F:47])[F:48])[CH:44]=[C:39]([CH2:37][CH3:38])[CH:40]=3)[CH3:50])[CH3:52])=[O:11])[C@@H:23]([C:24]3[CH:29]=[CH:28][C:27]([F:30])=[CH:26][C:25]=3[CH3:31])[C@@H:18]2[CH2:17]1)[CH:35]=[CH2:36], predict the reactants needed to synthesize it. The reactants are: ClC(Cl)(O[C:5](=[O:11])OC(Cl)(Cl)Cl)Cl.[CH2:13]([C:16]1([CH2:34][CH:35]=[CH2:36])[C:32](=[O:33])[N:19]2[CH2:20][CH2:21][NH:22][C@@H:23]([C:24]3[CH:29]=[CH:28][C:27]([F:30])=[CH:26][C:25]=3[CH3:31])[C@@H:18]2[CH2:17]1)[CH:14]=[CH2:15].[CH2:37]([C:39]1[CH:40]=[C:41]([CH:49]([NH:51][CH3:52])[CH3:50])[CH:42]=[C:43]([C:45]([F:48])([F:47])[F:46])[CH:44]=1)[CH3:38]. (2) Given the product [CH2:1]([O:3][C:4]([C:6]1[CH:7]=[C:8]2[N:13]([CH:14]=1)[CH:12]=[CH:11][C:10]([CH2:15][OH:16])=[CH:9]2)=[O:5])[CH3:2], predict the reactants needed to synthesize it. The reactants are: [CH2:1]([O:3][C:4]([C:6]1[CH:7]=[C:8]2[N:13]([CH:14]=1)[CH:12]=[CH:11][C:10]([C:15](C)(C)[O:16][SiH2]C(C)(C)C)=[CH:9]2)=[O:5])[CH3:2].[F-].C([N+](CCCC)(CCCC)CCCC)CCC. (3) The reactants are: [CH3:1][O:2][C:3]1[C:8]2[N:9]=[C:10]([NH2:12])[S:11][C:7]=2C(N)=[CH:5][CH:4]=1.C(=O)([O-])[O-].[K+].[K+].IC.[CH3:22][N:23]([CH:25]=O)[CH3:24]. Given the product [CH3:1][O:2][C:3]1[C:8]2[N:9]=[C:10]([NH2:12])[S:11][C:7]=2[C:25]([N:23]([CH3:22])[CH3:24])=[CH:5][CH:4]=1, predict the reactants needed to synthesize it. (4) Given the product [F:1][C:2]1[CH:21]=[CH:20][CH:19]=[CH:18][C:3]=1[CH2:4][N:5]1[C:9]([C:10]2[S:11][CH:12]=[CH:13][N:14]=2)=[N:8][C:7]([C:15]2[N:16]=[C:31]([NH2:32])[C:30]([N:29]=[N:28][C:22]3[CH:27]=[CH:26][CH:25]=[CH:24][CH:23]=3)=[C:33]([NH2:34])[N:17]=2)=[N:6]1, predict the reactants needed to synthesize it. The reactants are: [F:1][C:2]1[CH:21]=[CH:20][CH:19]=[CH:18][C:3]=1[CH2:4][N:5]1[C:9]([C:10]2[S:11][CH:12]=[CH:13][N:14]=2)=[N:8][C:7]([C:15](=[NH:17])[NH2:16])=[N:6]1.[C:22]1([N:28]=[N:29][CH:30]([C:33]#[N:34])[C:31]#[N:32])[CH:27]=[CH:26][CH:25]=[CH:24][CH:23]=1. (5) The reactants are: C[O:2][C:3]([C:5]1[CH:14]=[C:13]2[C:8]([C@@H:9]([NH:15][C:16]([O:18][CH2:19][C:20]3[CH:25]=[CH:24][CH:23]=[CH:22][CH:21]=3)=[O:17])[CH2:10][CH2:11][S:12]2)=[CH:7][C:6]=1[CH3:26])=[O:4].C(=O)([O-])[O-].[K+].[K+]. Given the product [CH2:19]([O:18][C:16]([NH:15][C@@H:9]1[C:8]2[C:13](=[CH:14][C:5]([C:3]([OH:4])=[O:2])=[C:6]([CH3:26])[CH:7]=2)[S:12][CH2:11][CH2:10]1)=[O:17])[C:20]1[CH:25]=[CH:24][CH:23]=[CH:22][CH:21]=1, predict the reactants needed to synthesize it. (6) Given the product [O:1]([C:8]1[CH:9]=[C:10]([CH:21]=[CH:22][CH:23]=1)[CH2:11][N:12]1[CH2:16][CH2:15][CH:14]([C:17]([OH:19])=[O:18])[CH2:13]1)[C:2]1[CH:3]=[CH:4][CH:5]=[CH:6][CH:7]=1, predict the reactants needed to synthesize it. The reactants are: [O:1]([C:8]1[CH:9]=[C:10]([CH:21]=[CH:22][CH:23]=1)[CH2:11][N:12]1[CH2:16][CH2:15][CH:14]([C:17]([O:19]C)=[O:18])[CH2:13]1)[C:2]1[CH:7]=[CH:6][CH:5]=[CH:4][CH:3]=1.[OH-].[Li+]. (7) Given the product [Br:1][C:2]1[CH:7]=[C:6]([F:8])[CH:5]=[CH:4][C:3]=1[CH:9]1[C:10]([C:30]([O:32][CH2:33][CH3:34])=[O:31])=[C:11]([CH2:20][N:21]2[CH2:26][CH2:25][O:24][CH:23]([C:27](=[O:28])[NH:36][CH2:37][C:38]([O:40][CH2:41][CH3:42])=[O:39])[CH2:22]2)[NH:12][C:13]([C:15]2[S:16][CH:17]=[CH:18][N:19]=2)=[N:14]1, predict the reactants needed to synthesize it. The reactants are: [Br:1][C:2]1[CH:7]=[C:6]([F:8])[CH:5]=[CH:4][C:3]=1[CH:9]1[N:14]=[C:13]([C:15]2[S:16][CH:17]=[CH:18][N:19]=2)[NH:12][C:11]([CH2:20][N:21]2[CH2:26][CH2:25][O:24][CH:23]([C:27](O)=[O:28])[CH2:22]2)=[C:10]1[C:30]([O:32][CH2:33][CH3:34])=[O:31].Cl.[NH2:36][CH2:37][C:38]([O:40][CH2:41][CH3:42])=[O:39]. (8) Given the product [CH3:5][N:6]([CH:10]=[N:13][C:11]([C:5]1[N:6]([CH3:10])[C:7]([CH2:8][CH3:9])=[C:3]([C:1]#[N:2])[C:4]=1[C:14]1[CH:19]=[CH:18][C:17]([C:20]2[CH:25]=[CH:24][CH:23]=[CH:22][C:21]=2[C:26]#[N:27])=[CH:16][CH:15]=1)=[O:12])[CH3:7], predict the reactants needed to synthesize it. The reactants are: [C:1]([C:3]1[C:4]([C:14]2[CH:19]=[CH:18][C:17]([C:20]3[CH:25]=[CH:24][CH:23]=[CH:22][C:21]=3[C:26]#[N:27])=[CH:16][CH:15]=2)=[C:5]([C:11]([NH2:13])=[O:12])[N:6]([CH3:10])[C:7]=1[CH2:8][CH3:9])#[N:2]. (9) The reactants are: [N+:1]([C:4]1[CH:9]=[C:8]([C:10]([F:13])([F:12])[F:11])[CH:7]=[CH:6][C:5]=1[N:14]1[CH2:19][CH2:18][NH:17][CH2:16][CH2:15]1)([O-:3])=[O:2].C(=O)(O)[O-].[Na+].[C:25](O[C:25]([O:27][C:28]([CH3:31])([CH3:30])[CH3:29])=[O:26])([O:27][C:28]([CH3:31])([CH3:30])[CH3:29])=[O:26]. Given the product [C:28]([O:27][C:25]([N:17]1[CH2:18][CH2:19][N:14]([C:5]2[CH:6]=[CH:7][C:8]([C:10]([F:11])([F:12])[F:13])=[CH:9][C:4]=2[N+:1]([O-:3])=[O:2])[CH2:15][CH2:16]1)=[O:26])([CH3:31])([CH3:30])[CH3:29], predict the reactants needed to synthesize it.